From a dataset of Reaction yield outcomes from USPTO patents with 853,638 reactions. Predict the reaction yield, written as a fraction of the theoretical maximum amount of product (1.0 means a 100% yield; for example, 0.34 means a 34% yield). (1) The reactants are C(OC([N:8]([CH2:26][C:27]([O:29][C:30]([CH3:33])(C)C)=[O:28])[C:9]1[CH:14]=[CH:13][CH:12]=[C:11]([CH2:15][NH:16][S:17]([C:20]2[CH:25]=[CH:24][CH:23]=[CH:22][N:21]=2)(=[O:19])=[O:18])[N:10]=1)=O)(C)(C)C.S(=O)(=O)(O)O.C(=O)(O)[O-].[Na+]. The catalyst is C(O)CCCCC. The product is [N:21]1[CH:22]=[CH:23][CH:24]=[CH:25][C:20]=1[S:17]([NH:16][CH2:15][C:11]1[N:10]=[C:9]([NH:8][CH2:26][C:27]([O:29][CH2:30][CH2:33][CH2:15][CH2:11][CH2:12][CH3:13])=[O:28])[CH:14]=[CH:13][CH:12]=1)(=[O:18])=[O:19]. The yield is 0.810. (2) No catalyst specified. The product is [CH3:1][O:2][C:3]1[CH:4]=[C:5]2[C:6]([C:10](=[O:15])[CH:11]=[C:12]([CH3:14])[S:9]2)=[CH:7][CH:8]=1. The yield is 0.0400. The reactants are [CH3:1][O:2][C:3]1[CH:4]=[C:5]([SH:9])[CH:6]=[CH:7][CH:8]=1.[C:10](OCC)(=[O:15])[CH2:11][C:12]([CH3:14])=O.